Dataset: Forward reaction prediction with 1.9M reactions from USPTO patents (1976-2016). Task: Predict the product of the given reaction. (1) Given the reactants [C:1]1(/[CH:13]=[CH:14]/[C:15]#[N:16])[C:11]2=[C:12]3[C:7](=[CH:8][CH:9]=[CH:10]2)[CH2:6][CH2:5][CH2:4][N:3]3[CH:2]=1.[H][H], predict the reaction product. The product is: [C:1]1([CH2:13][CH2:14][C:15]#[N:16])[C:11]2=[C:12]3[C:7](=[CH:8][CH:9]=[CH:10]2)[CH2:6][CH2:5][CH2:4][N:3]3[CH:2]=1. (2) The product is: [Cl:29][C:27]1[CH:28]=[C:23]([NH:1][C:2]2[N:7]=[CH:6][C:5]([N:8]3[CH2:13][CH2:12][N:11]([C:14]([O:16][C:17]([CH3:20])([CH3:19])[CH3:18])=[O:15])[CH2:10][C@@H:9]3[CH3:21])=[CH:4][CH:3]=2)[C:24](=[O:31])[N:25]([CH3:30])[N:26]=1. Given the reactants [NH2:1][C:2]1[N:7]=[CH:6][C:5]([N:8]2[CH2:13][CH2:12][N:11]([C:14]([O:16][C:17]([CH3:20])([CH3:19])[CH3:18])=[O:15])[CH2:10][C@@H:9]2[CH3:21])=[CH:4][CH:3]=1.Br[C:23]1[C:24](=[O:31])[N:25]([CH3:30])[N:26]=[C:27]([Cl:29])[CH:28]=1.C([O-])([O-])=O.[Cs+].[Cs+], predict the reaction product. (3) Given the reactants C[O:2][C:3](OC)([C:27]1[CH:32]=[CH:31][N:30]=[CH:29][CH:28]=1)[CH2:4][N:5]1[CH2:10][CH2:9][CH2:8]/[C:7](=[CH:11]\[C:12]2[CH:17]=[CH:16][C:15]([N:18]3[CH:22]=[C:21]([CH3:23])[N:20]=[CH:19]3)=[C:14]([O:24][CH3:25])[CH:13]=2)/[C:6]1=[O:26], predict the reaction product. The product is: [CH3:25][O:24][C:14]1[CH:13]=[C:12](/[CH:11]=[C:7]2/[C:6](=[O:26])[N:5]([CH2:4][C:3](=[O:2])[C:27]3[CH:32]=[CH:31][N:30]=[CH:29][CH:28]=3)[CH2:10][CH2:9][CH2:8]/2)[CH:17]=[CH:16][C:15]=1[N:18]1[CH:22]=[C:21]([CH3:23])[N:20]=[CH:19]1. (4) Given the reactants [NH:1]1[C:9]2[C:4](=[CH:5][CH:6]=[CH:7][CH:8]=2)[C:3]([CH:10]=[CH:11][C:12](=[O:17])[CH2:13][C:14](=[O:16])[CH3:15])=[CH:2]1.[B]=O.[N:20]1[CH:25]=[CH:24][CH:23]=[CH:22][C:21]=1[CH2:26][O:27][C:28]1[CH:35]=[CH:34][C:31]([CH:32]=O)=[CH:30][CH:29]=1.B(OC(C)C)(OC(C)C)OC(C)C.N1CCCCC1.Cl.C(=O)(O)[O-].[Na+], predict the reaction product. The product is: [NH:1]1[C:9]2[C:4](=[CH:5][CH:6]=[CH:7][CH:8]=2)[C:3](/[CH:10]=[CH:11]/[C:12](=[O:17])[CH2:13][C:14](=[O:16])/[CH:15]=[CH:32]/[C:31]2[CH:30]=[CH:29][C:28]([O:27][CH2:26][C:21]3[CH:22]=[CH:23][CH:24]=[CH:25][N:20]=3)=[CH:35][CH:34]=2)=[CH:2]1. (5) Given the reactants [H-].[Na+].[CH3:3][O:4][C:5]1[CH:6]=[C:7]2[C:11](=[CH:12][C:13]=1[O:14][CH3:15])[C:10](=[O:16])[CH2:9][CH2:8]2.[C:17](=O)([O:21]CC)[O:18][CH2:19][CH3:20], predict the reaction product. The product is: [CH2:19]([O:18][C:17]([CH:9]1[CH2:8][C:7]2[C:11](=[CH:12][C:13]([O:14][CH3:15])=[C:5]([O:4][CH3:3])[CH:6]=2)[C:10]1=[O:16])=[O:21])[CH3:20]. (6) Given the reactants N[C:2]1[CH:7]=[CH:6][C:5]([Br:8])=[CH:4][C:3]=1[C:9]1[C:23]([O:24][CH2:25][CH3:26])=[N:22][CH:21]=[CH:20][C:10]=1[C:11]([N:13](C(C)C)C(C)C)=[O:12].C[Si]([N-][Si](C)(C)C)(C)C.[Na+], predict the reaction product. The product is: [Br:8][C:5]1[CH:6]=[CH:7][C:2]2[N:13]=[C:11]([OH:12])[C:10]3[C:9]([C:3]=2[CH:4]=1)=[C:23]([O:24][CH2:25][CH3:26])[N:22]=[CH:21][CH:20]=3. (7) Given the reactants [Br:1][C:2]1[CH:3]=[CH:4][C:5]([F:18])=[C:6]([C:8]2([CH3:17])[NH:13][C:12](=S)[CH2:11][N:10]([CH3:15])[C:9]2=[O:16])[CH:7]=1.[NH3:19].C(OO)(C)(C)C.S([O-])([O-])(=O)=S.[Na+].[Na+], predict the reaction product. The product is: [NH2:19][C:12]1[CH2:11][N:10]([CH3:15])[C:9](=[O:16])[C:8]([C:6]2[CH:7]=[C:2]([Br:1])[CH:3]=[CH:4][C:5]=2[F:18])([CH3:17])[N:13]=1. (8) Given the reactants [N:1]1[C:10]2[CH:9]=[CH:8][CH:7]=[C:6]([NH2:11])[C:5]=2[N:4]=[CH:3][CH:2]=1.C(=O)([O-])O.[Na+].I[CH2:18][CH2:19][CH2:20][CH2:21]I, predict the reaction product. The product is: [N:11]1([C:6]2[CH:7]=[CH:8][CH:9]=[C:10]3[C:5]=2[N:4]=[CH:3][CH:2]=[N:1]3)[CH2:21][CH2:20][CH2:19][CH2:18]1. (9) Given the reactants [CH3:1][O:2][C:3]1[CH:11]=[CH:10][CH:9]=[C:5]([C:6]([OH:8])=[O:7])[C:4]=1[NH2:12].C[Si](Cl)(C)C.[CH3:18][CH2:19]O, predict the reaction product. The product is: [NH2:12][C:4]1[C:3]([O:2][CH3:1])=[CH:11][CH:10]=[CH:9][C:5]=1[C:6]([O:8][CH2:18][CH3:19])=[O:7]. (10) Given the reactants [Cl-].O[NH3+:3].[C:4](=[O:7])([O-])[OH:5].[Na+].CS(C)=O.[CH3:13][O:14][CH:15]1[CH2:20][CH2:19][CH2:18][CH2:17][CH:16]1[N:21]1[C:26](=[O:27])[C:25]([CH2:28][C:29]2[CH:34]=[CH:33][C:32]([C:35]3[C:36]([C:41]#[N:42])=[CH:37][CH:38]=[CH:39][CH:40]=3)=[CH:31][CH:30]=2)=[C:24]([CH2:43][CH2:44][CH3:45])[N:23]2[N:46]=[C:47]([CH3:49])[N:48]=[C:22]12, predict the reaction product. The product is: [CH3:13][O:14][CH:15]1[CH2:20][CH2:19][CH2:18][CH2:17][CH:16]1[N:21]1[C:26](=[O:27])[C:25]([CH2:28][C:29]2[CH:34]=[CH:33][C:32]([C:35]3[CH:40]=[CH:39][CH:38]=[CH:37][C:36]=3[C:41]3[NH:3][C:4](=[O:7])[O:5][N:42]=3)=[CH:31][CH:30]=2)=[C:24]([CH2:43][CH2:44][CH3:45])[N:23]2[N:46]=[C:47]([CH3:49])[N:48]=[C:22]12.